Dataset: hERG potassium channel inhibition data for cardiac toxicity prediction from Karim et al.. Task: Regression/Classification. Given a drug SMILES string, predict its toxicity properties. Task type varies by dataset: regression for continuous values (e.g., LD50, hERG inhibition percentage) or binary classification for toxic/non-toxic outcomes (e.g., AMES mutagenicity, cardiotoxicity, hepatotoxicity). Dataset: herg_karim. (1) The drug is CN(C)C(=O)[C@@H](c1ccc(-c2ccc3ncnn3c2)cc1)[C@H]([NH3+])C(=O)N1CC[C@H](F)C1. The result is 0 (non-blocker). (2) The drug is Cc1ccc2[nH]c(=O)n(C3CCN(C4CCOCC4)CC3)c2c1. The result is 0 (non-blocker).